Dataset: Full USPTO retrosynthesis dataset with 1.9M reactions from patents (1976-2016). Task: Predict the reactants needed to synthesize the given product. (1) The reactants are: [C:1]([NH:4][C@H:5]1[CH2:9][CH2:8][NH:7][CH2:6]1)(=[O:3])[CH3:2].[Cl:10][C:11]1[N:20]=[C:19](Cl)[C:18]2[C:13](=[CH:14][CH:15]=[C:16]([O:22][CH3:23])[CH:17]=2)[N:12]=1. Given the product [Cl:10][C:11]1[N:20]=[C:19]([N:7]2[CH2:8][CH2:9][C@H:5]([NH:4][C:1](=[O:3])[CH3:2])[CH2:6]2)[C:18]2[C:13](=[CH:14][CH:15]=[C:16]([O:22][CH3:23])[CH:17]=2)[N:12]=1, predict the reactants needed to synthesize it. (2) Given the product [NH2:13][CH2:12][CH2:11][N:10]1[C:6]2[CH:5]=[CH:4][N:3]=[C:2]([NH2:1])[C:7]=2[N:8]=[C:9]1[S:24][C:25]1[C:33]([Br:34])=[CH:32][C:28]2[O:29][CH2:30][O:31][C:27]=2[CH:26]=1, predict the reactants needed to synthesize it. The reactants are: [NH2:1][C:2]1[C:7]2[N:8]=[C:9]([S:24][C:25]3[C:33]([Br:34])=[CH:32][C:28]4[O:29][CH2:30][O:31][C:27]=4[CH:26]=3)[N:10]([CH2:11][CH2:12][N:13]3C(=O)C4C(=CC=CC=4)C3=O)[C:6]=2[CH:5]=[CH:4][N:3]=1.NCCN1C2C=CN=C(N)C=2N=C1SC1C(I)=CC2OCOC=2C=1. (3) The reactants are: Br[C:2]1[CH:3]=[C:4]2[C:9](=[CH:10][CH:11]=1)[N:8]=[CH:7][CH:6]=[CH:5]2.[CH3:12][S:13]([O-:15])=[O:14].[Na+].[Na+].N1CCC[C@H]1C([O-])=O. Given the product [CH3:12][S:13]([C:2]1[CH:3]=[C:4]2[C:9](=[CH:10][CH:11]=1)[N:8]=[CH:7][CH:6]=[CH:5]2)(=[O:15])=[O:14], predict the reactants needed to synthesize it.